This data is from Reaction yield outcomes from USPTO patents with 853,638 reactions. The task is: Predict the reaction yield, written as a fraction of the theoretical maximum amount of product (1.0 means a 100% yield; for example, 0.34 means a 34% yield). (1) The reactants are C[C:2]1[CH:10]=[C:9]([O:11][C:12]2[CH:13]=[N:14][CH:15]=[CH:16][CH:17]=2)[CH:8]=[CH:7][C:3]=1[C:4]([OH:6])=[O:5].N1C=CC=C(OC2C=CC(C(OC)=O)=CC=2)C=1.[OH-].[Na+]. The catalyst is CO.Cl. The product is [N:14]1[CH:15]=[CH:16][CH:17]=[C:12]([O:11][C:9]2[CH:10]=[CH:2][C:3]([C:4]([OH:6])=[O:5])=[CH:7][CH:8]=2)[CH:13]=1. The yield is 0.930. (2) No catalyst specified. The yield is 0.600. The product is [CH2:1]([N:8]1[C:13](=[O:14])[CH2:12][NH:11][C:10]2[N:15]=[CH:16][C:17]([C:22]3[CH:21]=[N:20][CH:25]=[CH:24][CH:23]=3)=[CH:18][C:9]1=2)[C:2]1[CH:7]=[CH:6][CH:5]=[CH:4][CH:3]=1. The reactants are [CH2:1]([N:8]1[C:13](=[O:14])[CH2:12][NH:11][C:10]2[N:15]=[CH:16][C:17](I)=[CH:18][C:9]1=2)[C:2]1[CH:7]=[CH:6][CH:5]=[CH:4][CH:3]=1.[N:20]1[CH:25]=[CH:24][CH:23]=[C:22](B(O)O)[CH:21]=1.